This data is from Full USPTO retrosynthesis dataset with 1.9M reactions from patents (1976-2016). The task is: Predict the reactants needed to synthesize the given product. (1) Given the product [CH3:1][N:2]([CH3:7])[CH2:3][CH2:4][N:5]([CH3:6])[C:9]1[C:14]([N+:15]([O-:17])=[O:16])=[CH:13][C:12]([NH:18][C:19]2[N:24]=[C:23]([C:25]3[C:33]4[C:28](=[CH:29][CH:30]=[CH:31][CH:32]=4)[N:27]([CH3:34])[CH:26]=3)[C:22]([CH3:35])=[CH:21][N:20]=2)=[C:11]([O:36][CH3:37])[CH:10]=1, predict the reactants needed to synthesize it. The reactants are: [CH3:1][N:2]([CH3:7])[CH2:3][CH2:4][NH:5][CH3:6].F[C:9]1[C:14]([N+:15]([O-:17])=[O:16])=[CH:13][C:12]([NH:18][C:19]2[N:24]=[C:23]([C:25]3[C:33]4[C:28](=[CH:29][CH:30]=[CH:31][CH:32]=4)[N:27]([CH3:34])[CH:26]=3)[C:22]([CH3:35])=[CH:21][N:20]=2)=[C:11]([O:36][CH3:37])[CH:10]=1. (2) The reactants are: C([N:8]1[CH2:12][CH2:11][C@H:10]([O:13][CH:14]([C:22]2[CH:27]=[CH:26][C:25]([Cl:28])=[CH:24][CH:23]=2)[C:15]2[CH:20]=[CH:19][C:18]([Cl:21])=[CH:17][CH:16]=2)[CH2:9]1)C1C=CC=CC=1.ClC(OC(Cl)C)=O. Given the product [Cl:21][C:18]1[CH:19]=[CH:20][C:15]([CH:14]([O:13][C@H:10]2[CH2:11][CH2:12][NH:8][CH2:9]2)[C:22]2[CH:23]=[CH:24][C:25]([Cl:28])=[CH:26][CH:27]=2)=[CH:16][CH:17]=1, predict the reactants needed to synthesize it. (3) Given the product [F:1][C:2]([F:7])([F:6])[C:3]([OH:5])=[O:4].[CH3:30][N:8]1[CH2:11][CH2:10][C@H:9]1[CH2:12][O:13][C:14]1[CH:15]=[C:16]([C:20]2[CH:21]=[C:22]([CH2:42][CH2:43][CH2:44][OH:47])[CH:23]=[CH:24][CH:25]=2)[CH:17]=[N:18][CH:19]=1, predict the reactants needed to synthesize it. The reactants are: [F:1][C:2]([F:7])([F:6])[C:3]([OH:5])=[O:4].[NH:8]1[CH2:11][CH2:10][C@H:9]1[CH2:12][O:13][C:14]1[CH:15]=[C:16]([C:20]2[CH:25]=[CH:24][CH:23]=[CH:22][C:21]=2CCCO)[CH:17]=[N:18][CH:19]=1.[C:30](O)(C(F)(F)F)=O.C=O.CC1C(Br)=[C:44]([OH:47])[C:43](Br)=[CH:42]C=1C1(C2C=C(Br)C(O)=C(Br)C=2C)OS(=O)(=O)C2C=CC=CC1=2.CC([O-])=O.[Na+].C([BH3-])#N.[Na+]. (4) Given the product [C:1]1([C:20]2[CH:25]=[CH:24][CH:23]=[CH:22][CH:21]=2)[CH:6]=[CH:5][CH:4]=[C:3]([NH:7][C:8](=[O:19])[CH2:9][CH2:10][CH2:11][CH2:12][CH2:13][CH:14]=[O:15])[CH:2]=1, predict the reactants needed to synthesize it. The reactants are: [C:1]1([C:20]2[CH:25]=[CH:24][CH:23]=[CH:22][CH:21]=2)[CH:6]=[CH:5][CH:4]=[C:3]([NH:7][C:8](=[O:19])[CH2:9][CH2:10][CH2:11][CH2:12][CH2:13][CH:14]2OCC[O:15]2)[CH:2]=1.O.C1(C)C=CC(S(O)(=O)=O)=CC=1. (5) Given the product [CH2:10]([S:12]([N:15]1[CH2:20][CH2:19][CH:18]([C:21]2[C:29]3[C:24](=[C:25]([C:38]([NH2:39])=[O:5])[CH:26]=[C:27]([N:30]([CH3:37])[C:31]4[CH:36]=[CH:35][CH:34]=[CH:33][CH:32]=4)[CH:28]=3)[NH:23][CH:22]=2)[CH2:17][CH2:16]1)(=[O:14])=[O:13])[CH3:11], predict the reactants needed to synthesize it. The reactants are: B1([O-])OO1.[OH2:5].O.O.O.[Na+].[CH2:10]([S:12]([N:15]1[CH2:20][CH2:19][CH:18]([C:21]2[C:29]3[C:24](=[C:25]([C:38]#[N:39])[CH:26]=[C:27]([N:30]([CH3:37])[C:31]4[CH:36]=[CH:35][CH:34]=[CH:33][CH:32]=4)[CH:28]=3)[NH:23][CH:22]=2)[CH2:17][CH2:16]1)(=[O:14])=[O:13])[CH3:11]. (6) Given the product [O:3]1[C:4]2[CH:10]=[CH:9][CH:8]=[CH:7][C:5]=2[N:6]=[C:2]1[NH:11][C:12]1[CH:13]=[C:14]([C:19]2[CH:24]=[CH:23][N:22]=[C:21]([NH:25][C:26](=[O:28])[CH3:27])[CH:20]=2)[CH:15]=[N:16][C:17]=1[CH3:18], predict the reactants needed to synthesize it. The reactants are: Cl[C:2]1[O:3][C:4]2[CH:10]=[CH:9][CH:8]=[CH:7][C:5]=2[N:6]=1.[NH2:11][C:12]1[CH:13]=[C:14]([C:19]2[CH:24]=[CH:23][N:22]=[C:21]([NH:25][C:26](=[O:28])[CH3:27])[CH:20]=2)[CH:15]=[N:16][C:17]=1[CH3:18].C(=O)([O-])[O-].[K+].[K+].CN[C@@H]1CCCC[C@H]1NC.